Task: Predict the product of the given reaction.. Dataset: Forward reaction prediction with 1.9M reactions from USPTO patents (1976-2016) (1) Given the reactants [Si]([O:8][C@@H:9]1[C@@:44]2([CH3:45])[C:13](=[CH:14][CH:15]=[C:16]3[C@@H:43]2[CH2:42][CH2:41][C@@:40]2([CH3:46])[C@H:17]3[CH2:18][CH:19]=[C:20]2[C@@H:21]([O:23][CH2:24]/[CH:25]=[CH:26]/[C:27]([CH2:38][CH3:39])([O:30][Si](CC)(CC)CC)[CH2:28][CH3:29])[CH3:22])[CH2:12][C@@H:11]([O:47][Si](C(C)(C)C)(C)C)[CH2:10]1)(C(C)(C)C)(C)C.[F-].C([N+](CCCC)(CCCC)CCCC)CCC, predict the reaction product. The product is: [OH:8][C@@H:9]1[C@@:44]2([CH3:45])[C:13](=[CH:14][CH:15]=[C:16]3[C@@H:43]2[CH2:42][CH2:41][C@@:40]2([CH3:46])[C@H:17]3[CH2:18][CH:19]=[C:20]2[C@@H:21]([O:23][CH2:24]/[CH:25]=[CH:26]/[C:27]([CH2:38][CH3:39])([OH:30])[CH2:28][CH3:29])[CH3:22])[CH2:12][C@@H:11]([OH:47])[CH2:10]1. (2) Given the reactants [CH3:1][C:2]1[NH:6][CH:5]=[N:4][C:3]=1[C:7]([O:9][CH2:10][CH3:11])=[O:8].[OH-].[K+].[CH:14]1([CH2:20]Br)[CH2:19][CH2:18][CH2:17][CH2:16][CH2:15]1, predict the reaction product. The product is: [CH:14]1([CH2:20][N:6]2[C:2]([CH3:1])=[C:3]([C:7]([O:9][CH2:10][CH3:11])=[O:8])[N:4]=[CH:5]2)[CH2:19][CH2:18][CH2:17][CH2:16][CH2:15]1. (3) Given the reactants [CH2:1]([O:3][C:4](=[O:14])[CH2:5][C:6]([C:8]1[N:9]([CH3:13])[CH:10]=[CH:11][CH:12]=1)=O)[CH3:2].C([O-])([O-])=O.[K+].[K+].[N:21]([CH2:24][C:25]1[CH:30]=[C:29]([C:31]([F:34])([F:33])[F:32])[CH:28]=[C:27]([C:35]([F:38])([F:37])[F:36])[CH:26]=1)=[N+:22]=[N-:23].Cl, predict the reaction product. The product is: [CH2:1]([O:3][C:4]([C:5]1[N:23]=[N:22][N:21]([CH2:24][C:25]2[CH:26]=[C:27]([C:35]([F:38])([F:37])[F:36])[CH:28]=[C:29]([C:31]([F:32])([F:33])[F:34])[CH:30]=2)[C:6]=1[C:8]1[N:9]([CH3:13])[CH:10]=[CH:11][CH:12]=1)=[O:14])[CH3:2]. (4) Given the reactants [C:1]([C:3]1[C:11]2[C:6](=[CH:7][C:8]([O:12][CH2:13][CH3:14])=[CH:9][CH:10]=2)[N:5]([CH2:15][CH3:16])[C:4]=1[C:17]1[CH:22]=[CH:21][C:20]([NH:23][C:24](=[O:32])[NH:25][CH2:26][C:27](OCC)=[O:28])=[CH:19][CH:18]=1)#[N:2].Cl.CC(C)=[O:36], predict the reaction product. The product is: [CH2:13]([O:12][C:8]1[CH:7]=[C:6]2[C:11]([C:3]([C:1]([NH2:2])=[O:36])=[C:4]([C:17]3[CH:22]=[CH:21][C:20]([N:23]4[C:27](=[O:28])[CH2:26][NH:25][C:24]4=[O:32])=[CH:19][CH:18]=3)[N:5]2[CH2:15][CH3:16])=[CH:10][CH:9]=1)[CH3:14].